The task is: Regression. Given a peptide amino acid sequence and an MHC pseudo amino acid sequence, predict their binding affinity value. This is MHC class I binding data.. This data is from Peptide-MHC class I binding affinity with 185,985 pairs from IEDB/IMGT. (1) The peptide sequence is VHDTNATKL. The MHC is HLA-B08:02 with pseudo-sequence HLA-B08:02. The binding affinity (normalized) is 0.0847. (2) The peptide sequence is SEGATPQDL. The MHC is HLA-B35:01 with pseudo-sequence HLA-B35:01. The binding affinity (normalized) is 0. (3) The peptide sequence is YTYPCIPEY. The MHC is HLA-B15:01 with pseudo-sequence HLA-B15:01. The binding affinity (normalized) is 0.553. (4) The peptide sequence is CRFPRAHK. The MHC is Mamu-B03 with pseudo-sequence Mamu-B03. The binding affinity (normalized) is 0.501.